From a dataset of Reaction yield outcomes from USPTO patents with 853,638 reactions. Predict the reaction yield, written as a fraction of the theoretical maximum amount of product (1.0 means a 100% yield; for example, 0.34 means a 34% yield). The reactants are CO[CH:3](OC)[CH2:4][NH:5][C:6](=[O:12])[C:7]([NH:9][CH2:10][CH3:11])=[O:8].Cl. The product is [CH2:4]([N:5]1[CH:11]=[CH:10][N:9]=[C:7]([OH:8])[C:6]1=[O:12])[CH3:3]. The catalyst is C(O)(=O)C. The yield is 0.795.